This data is from Reaction yield outcomes from USPTO patents with 853,638 reactions. The task is: Predict the reaction yield, written as a fraction of the theoretical maximum amount of product (1.0 means a 100% yield; for example, 0.34 means a 34% yield). (1) The reactants are [OH:1][C:2]1[CH:7]=[CH:6][N:5]=[C:4]([N:8]2[CH2:13][CH2:12][N:11]([C:14]([O:16][C:17]([CH3:20])([CH3:19])[CH3:18])=[O:15])[CH2:10][CH2:9]2)[CH:3]=1.[Mg+2].[Cl-].[Cl-].C(N(CC)CC)C.[CH2:31]=[O:32]. The catalyst is CC#N.CCOC(C)=O. The product is [CH:31]([C:7]1[C:2]([OH:1])=[CH:3][C:4]([N:8]2[CH2:13][CH2:12][N:11]([C:14]([O:16][C:17]([CH3:20])([CH3:19])[CH3:18])=[O:15])[CH2:10][CH2:9]2)=[N:5][CH:6]=1)=[O:32]. The yield is 0.270. (2) The reactants are [CH3:1][O:2]/[C:3](=[CH:9]\[CH:10]1[CH2:15][CH2:14][N:13]([S:16]([C:19]2[CH:24]=[CH:23][C:22]([O:25][C:26]([F:29])([F:28])[F:27])=[CH:21][CH:20]=2)(=[O:18])=[O:17])[CH2:12][CH2:11]1)/[C:4]([O:6]CC)=[O:5].[OH-].[Na+]. The catalyst is C(O)C. The product is [CH3:1][O:2]/[C:3](=[CH:9]\[CH:10]1[CH2:15][CH2:14][N:13]([S:16]([C:19]2[CH:20]=[CH:21][C:22]([O:25][C:26]([F:29])([F:28])[F:27])=[CH:23][CH:24]=2)(=[O:18])=[O:17])[CH2:12][CH2:11]1)/[C:4]([OH:6])=[O:5]. The yield is 1.00. (3) The catalyst is O. The yield is 0.0900. The reactants are [CH2:1]([C@@H:3]1[CH2:8][CH2:7][C@H:6]([O:9][C:10]2[CH:11]=[C:12]3[C:17](=[CH:18][CH:19]=2)[CH:16]=[C:15]([C@:20]2([CH3:26])[CH2:24][O:23]C(=O)[NH:21]2)[CH:14]=[CH:13]3)[CH2:5][CH2:4]1)[CH3:2].C(O)C.O.[OH-].[Li+]. The product is [NH2:21][C@@:20]([C:15]1[CH:14]=[CH:13][C:12]2[C:17](=[CH:18][CH:19]=[C:10]([O:9][C@H:6]3[CH2:5][CH2:4][C@@H:3]([CH2:1][CH3:2])[CH2:8][CH2:7]3)[CH:11]=2)[CH:16]=1)([CH3:26])[CH2:24][OH:23]. (4) The reactants are [C:1]1([CH3:13])[CH:6]=[CH:5][C:4]([C:7]2[N:11]=[C:10](Cl)[S:9][N:8]=2)=[CH:3][CH:2]=1.[F:14][C:15]1[CH:20]=[CH:19][C:18]([Mg]Br)=[CH:17][CH:16]=1.O=O. The catalyst is Cl[Ni]1(Cl)[P](C2C=CC=CC=2)(C2C=CC=CC=2)CCC[P]1(C1C=CC=CC=1)C1C=CC=CC=1.C1COCC1. The product is [F:14][C:15]1[CH:20]=[CH:19][C:18]([C:10]2[S:9][N:8]=[C:7]([C:4]3[CH:5]=[CH:6][C:1]([CH3:13])=[CH:2][CH:3]=3)[N:11]=2)=[CH:17][CH:16]=1. The yield is 0.310. (5) The reactants are [NH2:1][CH2:2][C:3]([N:5]1[C:13]2[C:8](=[CH:9][C:10](/[CH:14]=[CH:15]/[CH:16]([C:21]3[CH:26]=[C:25]([Cl:27])[C:24]([F:28])=[C:23]([Cl:29])[CH:22]=3)[C:17]([F:20])([F:19])[F:18])=[CH:11][CH:12]=2)[CH:7]=[CH:6]1)=[O:4].[F:30][C:31]([F:37])([F:36])[CH2:32][C:33](O)=[O:34].C1CN([P+](ON2N=NC3C=CC=CC2=3)(N2CCCC2)N2CCCC2)CC1.F[P-](F)(F)(F)(F)F.CCN(C(C)C)C(C)C. The catalyst is C(Cl)Cl. The product is [Cl:27][C:25]1[CH:26]=[C:21]([CH:16]([C:17]([F:19])([F:20])[F:18])/[CH:15]=[CH:14]/[C:10]2[CH:9]=[C:8]3[C:13](=[CH:12][CH:11]=2)[N:5]([C:3](=[O:4])[CH2:2][NH:1][C:33](=[O:34])[CH2:32][C:31]([F:37])([F:36])[F:30])[CH:6]=[CH:7]3)[CH:22]=[C:23]([Cl:29])[C:24]=1[F:28]. The yield is 0.600. (6) The reactants are Cl.[NH2:2][C@H:3]1[C@@H:8]2[CH2:9][C@@H:5]([CH2:6][CH2:7]2)[C@H:4]1[C:10]([O:12][CH3:13])=[O:11].C([O-])(=O)C.[Na+].[F:19][C:20]1[CH:27]=[CH:26][C:23]([CH:24]=O)=[CH:22][CH:21]=1.C([BH3-])#N.[Na+].C(=O)(O)[O-].[Na+]. The catalyst is CO.C(OCC)(=O)C. The product is [F:19][C:20]1[CH:27]=[CH:26][C:23]([CH2:24][NH:2][C@H:3]2[C@@H:8]3[CH2:9][C@@H:5]([CH2:6][CH2:7]3)[C@H:4]2[C:10]([O:12][CH3:13])=[O:11])=[CH:22][CH:21]=1. The yield is 0.920. (7) The reactants are [F:1][C:2]([F:23])([F:22])[C:3]1[CH:4]=[C:5]([C:9]2[CH:18]=[CH:17][C:16]3[C:11](=[C:12]([C:19](O)=[O:20])[CH:13]=[CH:14][CH:15]=3)[N:10]=2)[CH:6]=[CH:7][CH:8]=1.[H-].[H-].[H-].[H-].[Li+].[Al+3]. The catalyst is C1COCC1. The product is [F:22][C:2]([F:1])([F:23])[C:3]1[CH:4]=[C:5]([C:9]2[CH:18]=[CH:17][C:16]3[C:11](=[C:12]([CH2:19][OH:20])[CH:13]=[CH:14][CH:15]=3)[N:10]=2)[CH:6]=[CH:7][CH:8]=1. The yield is 0.480. (8) The reactants are Cl.[CH:2]12[CH2:13][CH:9]([CH2:10][NH:11][CH2:12]1)[C:8]1[CH:7]=[CH:6][CH:5]=[CH:4][C:3]2=1.N1C=CC=CC=1.[F:20][C:21]([F:32])([F:31])[C:22](O[C:22](=[O:23])[C:21]([F:32])([F:31])[F:20])=[O:23].Cl. The catalyst is C(Cl)Cl. The product is [CH:2]12[CH2:13][CH:9]([CH2:10][N:11]([C:22](=[O:23])[C:21]([F:32])([F:31])[F:20])[CH2:12]1)[C:8]1[CH:7]=[CH:6][CH:5]=[CH:4][C:3]2=1. The yield is 0.940.